Dataset: Full USPTO retrosynthesis dataset with 1.9M reactions from patents (1976-2016). Task: Predict the reactants needed to synthesize the given product. (1) Given the product [C:15]1([S:21][C:2]2[CH:7]=[N:6][NH:5][C:4](=[O:14])[CH:3]=2)[CH:20]=[CH:19][CH:18]=[CH:17][CH:16]=1, predict the reactants needed to synthesize it. The reactants are: I[C:2]1[CH:7]=[N:6][N:5](C2CCCCO2)[C:4](=[O:14])[CH:3]=1.[C:15]1([SH:21])[CH:20]=[CH:19][CH:18]=[CH:17][CH:16]=1. (2) Given the product [CH3:30][C:2]1([CH3:1])[C@@H:26]([OH:27])[CH2:25][CH2:24][C@@:23]2([CH3:28])[C:3]1=[CH:4][CH2:5][C:6]1[C@H:7]3[C@:19]([CH3:29])([CH2:20][CH2:21][C:22]=12)[C@@H:10]([C@H:11]([CH3:18])[CH2:12][CH2:13][CH2:14][CH:15]([CH3:17])[CH3:16])[CH2:9][CH2:8]3, predict the reactants needed to synthesize it. The reactants are: [CH3:1][C:2]1([CH3:30])[C:26](=[O:27])[CH2:25][CH2:24][C@@:23]2([CH3:28])[C:3]1=[CH:4][CH2:5][C:6]1[C@H:7]3[C@:19]([CH3:29])([CH2:20][CH2:21][C:22]=12)[C@@H:10]([C@H:11]([CH3:18])[CH2:12][CH2:13][CH2:14][CH:15]([CH3:17])[CH3:16])[CH2:9][CH2:8]3. (3) Given the product [N:3]([C@H:6]1[C@H:10]([O:11][S:19]([C:22]2[CH:28]=[CH:27][C:25]([CH3:26])=[CH:24][CH:23]=2)(=[O:21])=[O:20])[CH2:9][N:8]([C:12]([O:14][C:15]([CH3:18])([CH3:17])[CH3:16])=[O:13])[CH2:7]1)=[N+:4]=[N-:5], predict the reactants needed to synthesize it. The reactants are: N#N.[N:3]([C@H:6]1[C@H:10]([OH:11])[CH2:9][N:8]([C:12]([O:14][C:15]([CH3:18])([CH3:17])[CH3:16])=[O:13])[CH2:7]1)=[N+:4]=[N-:5].[S:19](Cl)([C:22]1[CH:28]=[CH:27][C:25]([CH3:26])=[CH:24][CH:23]=1)(=[O:21])=[O:20]. (4) Given the product [Br:4][C:5]1[CH:10]=[C:9]([F:11])[C:8]([S:2][CH3:1])=[CH:7][C:6]=1[O:13][CH3:14], predict the reactants needed to synthesize it. The reactants are: [CH3:1][S-:2].[Na+].[Br:4][C:5]1[CH:10]=[C:9]([F:11])[C:8](F)=[CH:7][C:6]=1[O:13][CH3:14].O. (5) Given the product [CH:1]1([CH2:4][NH:5][C:7]2[CH:12]=[CH:11][N:10]=[C:9]([NH2:13])[N:8]=2)[CH2:3][CH2:2]1, predict the reactants needed to synthesize it. The reactants are: [CH:1]1([CH2:4][NH2:5])[CH2:3][CH2:2]1.Cl[C:7]1[CH:12]=[CH:11][N:10]=[C:9]([NH2:13])[N:8]=1. (6) Given the product [Cl:1][C:2]1[CH:8]=[CH:7][C:5]([NH:6][C:29](=[O:30])[C:28]2[CH:27]=[CH:26][C:25]([CH2:24][S:21]([C:16]3[CH:17]=[CH:18][CH:19]=[CH:20][N:15]=3)(=[O:23])=[O:22])=[CH:33][CH:32]=2)=[CH:4][C:3]=1[C:9]1[CH:14]=[CH:13][CH:12]=[CH:11][N:10]=1, predict the reactants needed to synthesize it. The reactants are: [Cl:1][C:2]1[CH:8]=[CH:7][C:5]([NH2:6])=[CH:4][C:3]=1[C:9]1[CH:14]=[CH:13][CH:12]=[CH:11][N:10]=1.[N:15]1[CH:20]=[CH:19][CH:18]=[CH:17][C:16]=1[S:21]([CH2:24][C:25]1[CH:33]=[CH:32][C:28]([C:29](O)=[O:30])=[CH:27][CH:26]=1)(=[O:23])=[O:22]. (7) Given the product [CH3:32][O:33][C:34]1[N:39]=[CH:38][C:37]([C:2]2[CH:7]=[CH:6][N:5]3[C:8]([C:11]4[CH:31]=[CH:30][C:14]([CH2:15][NH:16][C:17]([NH:19][C:20]5[CH:25]=[CH:24][CH:23]=[C:22]([C:26]([F:29])([F:28])[F:27])[CH:21]=5)=[O:18])=[CH:13][CH:12]=4)=[CH:9][N:10]=[C:4]3[CH:3]=2)=[CH:36][CH:35]=1, predict the reactants needed to synthesize it. The reactants are: Cl[C:2]1[CH:7]=[CH:6][N:5]2[C:8]([C:11]3[CH:31]=[CH:30][C:14]([CH2:15][NH:16][C:17]([NH:19][C:20]4[CH:25]=[CH:24][CH:23]=[C:22]([C:26]([F:29])([F:28])[F:27])[CH:21]=4)=[O:18])=[CH:13][CH:12]=3)=[CH:9][N:10]=[C:4]2[CH:3]=1.[CH3:32][O:33][C:34]1[N:39]=[CH:38][C:37](B(O)O)=[CH:36][CH:35]=1.C1(P(C2CCCCC2)C2C=CC=CC=2C2C(OC)=CC=CC=2OC)CCCCC1.[O-]P([O-])([O-])=O.[K+].[K+].[K+]. (8) Given the product [C:33]([O:37][C:38]([N:40]1[CH2:45][CH2:44][CH:43]([C:46]([NH:1][C:2]2[CH:3]=[C:4]3[C:8](=[CH:9][CH:10]=2)[NH:7][CH:6]=[CH:5]3)=[O:47])[CH2:42][CH2:41]1)=[O:39])([CH3:36])([CH3:35])[CH3:34], predict the reactants needed to synthesize it. The reactants are: [NH2:1][C:2]1[CH:3]=[C:4]2[C:8](=[CH:9][CH:10]=1)[NH:7][CH:6]=[CH:5]2.CCN=C=NCCCN(C)C.C1C=C2N=NN(O)C2=CC=1.O.[C:33]([O:37][C:38]([N:40]1[CH2:45][CH2:44][CH:43]([C:46](O)=[O:47])[CH2:42][CH2:41]1)=[O:39])([CH3:36])([CH3:35])[CH3:34].